This data is from Forward reaction prediction with 1.9M reactions from USPTO patents (1976-2016). The task is: Predict the product of the given reaction. (1) Given the reactants [CH2:1]([Mg]Br)[CH2:2][CH:3]=[CH2:4].Cl[C:8]1[C:9]2[C:16]([C:17]3[CH:22]=[CH:21][C:20]([F:23])=[CH:19][CH:18]=3)=[CH:15][S:14][C:10]=2[N:11]=[CH:12][N:13]=1, predict the reaction product. The product is: [CH2:1]([C:8]1[C:9]2[C:16]([C:17]3[CH:22]=[CH:21][C:20]([F:23])=[CH:19][CH:18]=3)=[CH:15][S:14][C:10]=2[N:11]=[CH:12][N:13]=1)[CH2:2][CH:3]=[CH2:4]. (2) Given the reactants Cl[C:2]1[CH:3]=[CH:4][C:5]([O:18][C:19]([F:22])([F:21])[F:20])=[C:6]2[C:10]=1[N:9]([CH2:11][CH2:12][O:13][CH3:14])[CH:8]=[C:7]2[C:15]([OH:17])=[O:16], predict the reaction product. The product is: [CH3:14][O:13][CH2:12][CH2:11][N:9]1[C:10]2[C:6](=[C:5]([O:18][C:19]([F:20])([F:21])[F:22])[CH:4]=[CH:3][CH:2]=2)[C:7]([C:15]([OH:17])=[O:16])=[CH:8]1. (3) The product is: [OH:18][CH2:19][C:20]1[S:24][C:23]([C:25]2[CH:26]=[CH:27][C:28]([N+:42]([O-:44])=[O:43])=[C:29]([NH:31][C:32](=[O:41])[C:33]3[CH:38]=[CH:37][C:36]([O:39][CH3:40])=[CH:35][CH:34]=3)[CH:30]=2)=[CH:22][CH:21]=1. Given the reactants [Si]([O:18][CH2:19][C:20]1[S:24][C:23]([C:25]2[CH:26]=[CH:27][C:28]([N+:42]([O-:44])=[O:43])=[C:29]([NH:31][C:32](=[O:41])[C:33]3[CH:38]=[CH:37][C:36]([O:39][CH3:40])=[CH:35][CH:34]=3)[CH:30]=2)=[CH:22][CH:21]=1)(C(C)(C)C)(C1C=CC=CC=1)C1C=CC=CC=1.[F-].C([N+](CCCC)(CCCC)CCCC)CCC.C1COCC1, predict the reaction product. (4) Given the reactants [Cl:1][C:2]1[CH:7]=[C:6]([O:8][C:9]2[C:14]([F:15])=[CH:13][C:12]([CH2:16][OH:17])=[CH:11][C:10]=2[F:18])[CH:5]=[CH:4][N:3]=1.C(OC([N:26]1[C:34]2[N:29]([C:30](=[O:36])[N:31]=[C:32](Cl)[CH:33]=2)[CH2:28][C:27]1([CH3:38])[CH3:37])=O)(C)(C)C, predict the reaction product. The product is: [Cl:1][C:2]1[CH:7]=[C:6]([O:8][C:9]2[C:14]([F:15])=[CH:13][C:12]([CH2:16][O:17][C:32]3[CH:33]=[C:34]4[NH:26][C:27]([CH3:38])([CH3:37])[CH2:28][N:29]4[C:30](=[O:36])[N:31]=3)=[CH:11][C:10]=2[F:18])[CH:5]=[CH:4][N:3]=1.